From a dataset of Reaction yield outcomes from USPTO patents with 853,638 reactions. Predict the reaction yield, written as a fraction of the theoretical maximum amount of product (1.0 means a 100% yield; for example, 0.34 means a 34% yield). (1) The reactants are [F:1][C:2]1[CH:3]=[C:4]([C:11]2[C:12]([SH:17])=[N:13][CH:14]=[CH:15][CH:16]=2)[CH:5]=[C:6]([F:10])[C:7]=1[O:8][CH3:9].[H-].[Na+].Br[CH2:21][CH:22]1[CH2:24][CH2:23]1.[NH4+].[Cl-]. The catalyst is CN(C=O)C. The product is [CH:22]1([CH2:21][S:17][C:12]2[C:11]([C:4]3[CH:5]=[C:6]([F:10])[C:7]([O:8][CH3:9])=[C:2]([F:1])[CH:3]=3)=[CH:16][CH:15]=[CH:14][N:13]=2)[CH2:24][CH2:23]1. The yield is 0.820. (2) The reactants are [C:1]([O:5][C:6]([N:8]1[CH2:13][CH2:12][O:11][CH:10]([CH2:14]O)[CH2:9]1)=[O:7])([CH3:4])([CH3:3])[CH3:2].C(Br)(Br)(Br)[Br:17].C1(P(C2C=CC=CC=2)C2C=CC=CC=2)C=CC=CC=1. The catalyst is ClCCl. The product is [C:1]([O:5][C:6]([N:8]1[CH2:13][CH2:12][O:11][CH:10]([CH2:14][Br:17])[CH2:9]1)=[O:7])([CH3:4])([CH3:3])[CH3:2]. The yield is 0.370. (3) The reactants are [C:1]1([C@@H:7]2[CH2:11][N:10]([CH:12]3[CH2:17][CH2:16][O:15][CH2:14][CH2:13]3)[C:9](=[O:18])[N:8]2[CH:19]2[CH2:24][CH2:23][NH:22][CH2:21][CH2:20]2)[CH:6]=[CH:5][CH:4]=[CH:3][CH:2]=1.[Cl:25][C:26]1[N:31]=[CH:30][C:29]([CH:32]=O)=[CH:28][CH:27]=1. No catalyst specified. The product is [Cl:25][C:26]1[N:31]=[CH:30][C:29]([CH2:32][N:22]2[CH2:23][CH2:24][CH:19]([N:8]3[C@H:7]([C:1]4[CH:2]=[CH:3][CH:4]=[CH:5][CH:6]=4)[CH2:11][N:10]([CH:12]4[CH2:13][CH2:14][O:15][CH2:16][CH2:17]4)[C:9]3=[O:18])[CH2:20][CH2:21]2)=[CH:28][CH:27]=1. The yield is 0.680. (4) The reactants are [CH3:1][O:2][C:3]1[CH:4]=C([CH:7]=[C:8]([O:10][CH3:11])[CH:9]=1)N.C(=O)([O-])[O-].[K+].[K+].[CH3:18][N:19]([CH3:22])[CH:20]=O. No catalyst specified. The product is [CH3:1][O:2][C:3]1[CH:4]=[C:20]([CH:7]=[C:8]([O:10][CH3:11])[CH:9]=1)[N:19]([CH3:22])[CH3:18]. The yield is 0.510. (5) The yield is 0.420. The reactants are Br[C:2]1[CH:10]=[CH:9][C:8]([C:11]([NH2:13])=[O:12])=[C:7]2[C:3]=1[CH:4]=[C:5]([CH3:14])[NH:6]2.CC1(C)C(C)(C)OB([C:23]2[CH:24]=[C:25]([CH:27]=[CH:28][CH:29]=2)[NH2:26])O1.C([O-])([O-])=O.[Na+].[Na+]. The catalyst is C1COCC1.O.CO.C1C=CC(P(C2C=CC=CC=2)[C-]2C=CC=C2)=CC=1.C1C=CC(P(C2C=CC=CC=2)[C-]2C=CC=C2)=CC=1.Cl[Pd]Cl.[Fe+2]. The product is [NH2:26][C:25]1[CH:24]=[C:23]([C:2]2[CH:10]=[CH:9][C:8]([C:11]([NH2:13])=[O:12])=[C:7]3[C:3]=2[CH:4]=[C:5]([CH3:14])[NH:6]3)[CH:29]=[CH:28][CH:27]=1. (6) The reactants are [CH3:1][O:2][C:3]1[CH:4]=[C:5]2[C:10](=[CH:11][C:12]=1[O:13][CH3:14])[N:9]=[CH:8][CH:7]=[C:6]2[O:15][C:16]1[CH:17]=[C:18]2[C:22](=[CH:23][CH:24]=1)[NH:21][CH:20]=[CH:19]2.C([SiH](CC)CC)C.[Na].O. The catalyst is FC(F)(F)C(O)=O.C(OCC)(=O)C. The product is [CH3:1][O:2][C:3]1[CH:4]=[C:5]2[C:10](=[CH:11][C:12]=1[O:13][CH3:14])[N:9]=[CH:8][CH:7]=[C:6]2[O:15][C:16]1[CH:17]=[C:18]2[C:22](=[CH:23][CH:24]=1)[NH:21][CH2:20][CH2:19]2. The yield is 0.663. (7) The reactants are C[O:2][C:3](=[O:35])[C@H:4]([CH2:26][NH:27][C:28]([C:30]1[S:31][CH:32]=[CH:33][CH:34]=1)=[O:29])[NH:5][C:6](=[O:25])[C:7]1[CH:12]=[CH:11][C:10]([C:13]([NH:15][CH2:16][C:17]2[CH:22]=[CH:21][CH:20]=[C:19]([OH:23])[CH:18]=2)=[O:14])=[CH:9][C:8]=1[Br:24].[OH-].[Na+]. The catalyst is CO.ClCCl. The product is [Br:24][C:8]1[CH:9]=[C:10]([C:13]([NH:15][CH2:16][C:17]2[CH:22]=[CH:21][CH:20]=[C:19]([OH:23])[CH:18]=2)=[O:14])[CH:11]=[CH:12][C:7]=1[C:6]([NH:5][C@H:4]([C:3]([OH:35])=[O:2])[CH2:26][NH:27][C:28]([C:30]1[S:31][CH:32]=[CH:33][CH:34]=1)=[O:29])=[O:25]. The yield is 0.760.